Task: Predict the reactants needed to synthesize the given product.. Dataset: Full USPTO retrosynthesis dataset with 1.9M reactions from patents (1976-2016) Given the product [Cl:16][C:17]1[N:18]=[C:19]([S:1][C:2]2[CH:3]=[CH:4][C:5]([NH:8][C:9]([CH:11]3[CH2:12][CH2:13]3)=[O:10])=[CH:6][CH:7]=2)[CH:20]=[N:21][CH:22]=1, predict the reactants needed to synthesize it. The reactants are: [SH:1][C:2]1[CH:7]=[CH:6][C:5]([NH:8][C:9]([CH:11]2[CH2:13][CH2:12]2)=[O:10])=[CH:4][CH:3]=1.[H-].[Na+].[Cl:16][C:17]1[CH:22]=[N:21][CH:20]=[C:19](Cl)[N:18]=1.O.